From a dataset of Forward reaction prediction with 1.9M reactions from USPTO patents (1976-2016). Predict the product of the given reaction. (1) Given the reactants [NH2:1][C:2]1[C:14]([Cl:15])=[CH:13][C:5]([C:6]([O:8][C:9]([CH3:12])([CH3:11])[CH3:10])=[O:7])=[C:4]([O:16][CH3:17])[CH:3]=1.[H-].[Na+].Br[CH2:21][CH2:22][CH2:23][CH2:24][CH2:25][C:26]([O:28][CH2:29][CH3:30])=[O:27].O, predict the reaction product. The product is: [Cl:15][C:14]1[C:2]([NH:1][CH2:21][CH2:22][CH2:23][CH2:24][CH2:25][C:26]([O:28][CH2:29][CH3:30])=[O:27])=[CH:3][C:4]([O:16][CH3:17])=[C:5]([CH:13]=1)[C:6]([O:8][C:9]([CH3:12])([CH3:11])[CH3:10])=[O:7]. (2) Given the reactants [Br:1][C:2]1[CH:3]=[C:4]([CH:8]=[CH:9][C:10]=1[CH2:11][Br:12])[C:5](O)=[O:6].[CH3:13][Si:14]([CH3:18])([CH3:17])[CH2:15][NH2:16].Cl.CN(C)CCCN=C=NCC.O, predict the reaction product. The product is: [Br:1][C:2]1[CH:3]=[C:4]([CH:8]=[CH:9][C:10]=1[CH2:11][Br:12])[C:5]([NH:16][CH2:15][Si:14]([CH3:18])([CH3:17])[CH3:13])=[O:6]. (3) Given the reactants [Br:1][C:2]1[S:3][C:4]([N:12]([C@H:15]2[CH2:20][CH2:19][C@H:18]([N:21]([CH3:23])[CH3:22])[CH2:17][CH2:16]2)[CH2:13][CH3:14])=[C:5]([CH3:11])[C:6]=1[C:7]([O:9]C)=[O:8].[OH-].[Na+].Cl, predict the reaction product. The product is: [Br:1][C:2]1[S:3][C:4]([N:12]([C@H:15]2[CH2:16][CH2:17][C@H:18]([N:21]([CH3:23])[CH3:22])[CH2:19][CH2:20]2)[CH2:13][CH3:14])=[C:5]([CH3:11])[C:6]=1[C:7]([OH:9])=[O:8]. (4) Given the reactants [F:1][C:2]1[CH:7]=[CH:6][CH:5]=[C:4]([F:8])[C:3]=1[N:9]1[C:14](=[O:15])[CH:13]=[CH:12][C:11]([C:16]([O:18]C)=[O:17])=[CH:10]1.[OH-].[Na+], predict the reaction product. The product is: [F:1][C:2]1[CH:7]=[CH:6][CH:5]=[C:4]([F:8])[C:3]=1[N:9]1[C:14](=[O:15])[CH:13]=[CH:12][C:11]([C:16]([OH:18])=[O:17])=[CH:10]1. (5) The product is: [ClH:43].[C:1]([C:4]1[CH:9]=[CH:8][C:7]([C:10]2[CH:11]=[CH:12][CH:13]=[CH:14][CH:15]=2)=[CH:6][C:5]=1[O:16][C@H:17]1[CH2:26][CH2:25][C@@H:24]2[C@@H:19]([CH2:20][C@@H:21]([C:34]([OH:36])=[O:35])[NH:22][CH2:23]2)[CH2:18]1)([OH:3])=[O:2]. Given the reactants [C:1]([C:4]1[CH:9]=[CH:8][C:7]([C:10]2[CH:15]=[CH:14][CH:13]=[CH:12][CH:11]=2)=[CH:6][C:5]=1[O:16][C@H:17]1[CH2:26][CH2:25][C@@H:24]2[C@@H:19]([CH2:20][C@@H:21]([C:34]([OH:36])=[O:35])[N:22](C(OC(C)(C)C)=O)[CH2:23]2)[CH2:18]1)([OH:3])=[O:2].C(OCC)(=O)C.[ClH:43], predict the reaction product. (6) Given the reactants N#N.[CH3:3][C:4]1[O:5][C:6]([C:12]2[CH:13]=[C:14]([CH3:18])[CH:15]=[CH:16][CH:17]=2)=[C:7]([C:9]([OH:11])=O)[N:8]=1.C1C=CC2N(O)N=NC=2C=1.C(Cl)CCl.CCN(C(C)C)C(C)C.[CH3:42][O:43][CH2:44][C:45]1[S:46][C:47]([CH2:50][N:51]2[N:55]=[C:54]([NH2:56])[CH:53]=[N:52]2)=[CH:48][N:49]=1, predict the reaction product. The product is: [CH3:42][O:43][CH2:44][C:45]1[S:46][C:47]([CH2:50][N:51]2[N:55]=[C:54]([NH:56][C:9]([C:7]3[N:8]=[C:4]([CH3:3])[O:5][C:6]=3[C:12]3[CH:13]=[C:14]([CH3:18])[CH:15]=[CH:16][CH:17]=3)=[O:11])[CH:53]=[N:52]2)=[CH:48][N:49]=1.